From a dataset of Rat liver microsome stability data. Regression/Classification. Given a drug SMILES string, predict its absorption, distribution, metabolism, or excretion properties. Task type varies by dataset: regression for continuous measurements (e.g., permeability, clearance, half-life) or binary classification for categorical outcomes (e.g., BBB penetration, CYP inhibition). Dataset: rlm. The molecule is CCN(CC)S(=O)(=O)c1ccc(N2CCOCC2)c(NC(=O)c2[nH]c(C)c(C(C)=O)c2C)c1. The result is 1 (stable in rat liver microsomes).